From a dataset of Reaction yield outcomes from USPTO patents with 853,638 reactions. Predict the reaction yield, written as a fraction of the theoretical maximum amount of product (1.0 means a 100% yield; for example, 0.34 means a 34% yield). (1) The reactants are [CH3:1][C:2]1([CH3:12])[O:6][C:5](=[O:7])/[C:4](=[CH:8]/[C:9](Cl)=[O:10])/[O:3]1.[Cl:13][C:14]1[CH:19]=[CH:18][C:17]([NH:20][CH2:21][C:22]2[CH:27]=[CH:26][C:25]([CH3:28])=[CH:24][CH:23]=2)=[CH:16][CH:15]=1.N1C=CC=CC=1. The catalyst is ClCCl. The yield is 0.870. The product is [Cl:13][C:14]1[CH:15]=[CH:16][C:17]([N:20]([CH2:21][C:22]2[CH:23]=[CH:24][C:25]([CH3:28])=[CH:26][CH:27]=2)[C:9](=[O:10])[CH:8]=[C:4]2[C:5](=[O:7])[O:6][C:2]([CH3:12])([CH3:1])[O:3]2)=[CH:18][CH:19]=1. (2) The reactants are [CH3:1][N:2]([CH2:10][CH2:11][N:12]1[CH2:17][CH2:16][CH:15]([C:18]2[CH:19]=[C:20]3[C:24](=[CH:25][CH:26]=2)[NH:23][C:22]([C:27]2[CH:32]=[CH:31][CH:30]=[CH:29][C:28]=2[NH:33][S:34]([CH3:37])(=[O:36])=[O:35])=[CH:21]3)[CH2:14][CH2:13]1)[C:3](=[O:9])[O:4][C:5]([CH3:8])([CH3:7])[CH3:6].[B-](F)(F)(F)[F:39].[B-](F)(F)(F)F.C1[N+]2(CCl)CC[N+](F)(CC2)C1. The catalyst is CS(C)=O.C(#N)C. The product is [F:39][C:21]1[C:20]2[C:24](=[CH:25][CH:26]=[C:18]([CH:15]3[CH2:16][CH2:17][N:12]([CH2:11][CH2:10][N:2]([CH3:1])[C:3](=[O:9])[O:4][C:5]([CH3:8])([CH3:6])[CH3:7])[CH2:13][CH2:14]3)[CH:19]=2)[NH:23][C:22]=1[C:27]1[CH:32]=[CH:31][CH:30]=[CH:29][C:28]=1[NH:33][S:34]([CH3:37])(=[O:36])=[O:35]. The yield is 0.200. (3) The reactants are FC(F)(F)C(O)=O.[Cl:8][C:9]1[CH:10]=[C:11]([CH:15]2[C:19]([C:22]3[CH:27]=[CH:26][C:25]([Cl:28])=[CH:24][CH:23]=3)([C:20]#[N:21])[CH:18]([CH2:29][C:30]([CH3:33])([CH3:32])[CH3:31])[NH:17][CH:16]2[C:34](O)=[O:35])[CH:12]=[CH:13][CH:14]=1.[CH:37]1([CH2:40][CH2:41][NH2:42])[CH2:39][CH2:38]1.CN(C(ON1N=NC2C=CC=NC1=2)=[N+](C)C)C.F[P-](F)(F)(F)(F)F.CCN(C(C)C)C(C)C. The catalyst is C(Cl)Cl. The product is [CH:37]1([CH2:40][CH2:41][NH:42][C:34]([CH:16]2[CH:15]([C:11]3[CH:12]=[CH:13][CH:14]=[C:9]([Cl:8])[CH:10]=3)[C:19]([C:22]3[CH:23]=[CH:24][C:25]([Cl:28])=[CH:26][CH:27]=3)([C:20]#[N:21])[CH:18]([CH2:29][C:30]([CH3:31])([CH3:32])[CH3:33])[NH:17]2)=[O:35])[CH2:39][CH2:38]1. The yield is 0.370. (4) The reactants are O1CCCC1.[Cl:6][C:7]1[C:8]([C:13]2[CH:14]=[C:15]3[C:19](=[CH:20][CH:21]=2)[NH:18][N:17]=[C:16]3[NH:22][C:23]2[S:24][C:25]([CH:28]=[O:29])=[CH:26][N:27]=2)=[N:9][CH:10]=[CH:11][CH:12]=1.[C:30](O[C:30]([O:32][C:33]([CH3:36])([CH3:35])[CH3:34])=[O:31])([O:32][C:33]([CH3:36])([CH3:35])[CH3:34])=[O:31]. The catalyst is CN(C)C1C=CN=CC=1.C(OCC)(=O)C. The product is [Cl:6][C:7]1[C:8]([C:13]2[CH:14]=[C:15]3[C:19](=[CH:20][CH:21]=2)[N:18]([C:30]([O:32][C:33]([CH3:36])([CH3:35])[CH3:34])=[O:31])[N:17]=[C:16]3[NH:22][C:23]2[S:24][C:25]([CH:28]=[O:29])=[CH:26][N:27]=2)=[N:9][CH:10]=[CH:11][CH:12]=1. The yield is 0.540. (5) The reactants are [NH:1]1[CH2:6][CH2:5][CH2:4][CH2:3][CH2:2]1.Cl[C:8]([O:10][CH2:11][CH:12]([C:14]1[CH:19]=[CH:18][CH:17]=[CH:16][C:15]=1[N+:20]([O-:22])=[O:21])[CH3:13])=[O:9]. The catalyst is C1COCC1.CCOCC.O. The product is [N+:20]([C:15]1[CH:16]=[CH:17][CH:18]=[CH:19][C:14]=1[CH:12]([CH3:13])[CH2:11][O:10][C:8]([N:1]1[CH2:6][CH2:5][CH2:4][CH2:3][CH2:2]1)=[O:9])([O-:22])=[O:21]. The yield is 0.636. (6) The reactants are [CH:1]([N:4]1[C:8]([C:9]2[CH:10]=[C:11]([NH2:17])[CH:12]=[CH:13][C:14]=2[O:15][CH3:16])=[CH:7][CH:6]=[N:5]1)([CH3:3])[CH3:2].[F:18][C:19]1[CH:20]=[C:21]([N:26]=[C:27]=[O:28])[CH:22]=[CH:23][C:24]=1[F:25]. The catalyst is C(Cl)Cl. The product is [F:18][C:19]1[CH:20]=[C:21]([NH:26][C:27]([NH:17][C:11]2[CH:12]=[CH:13][C:14]([O:15][CH3:16])=[C:9]([C:8]3[N:4]([CH:1]([CH3:3])[CH3:2])[N:5]=[CH:6][CH:7]=3)[CH:10]=2)=[O:28])[CH:22]=[CH:23][C:24]=1[F:25]. The yield is 0.420. (7) No catalyst specified. The product is [CH2:2]([O:3][C:4]([C:5]1[N:6]=[C:7]([OH:25])[C:8]2[C:13]([C:14]=1[OH:15])=[CH:12][C:11]([O:16][C:17]1[C:22]([CH3:23])=[CH:21][CH:20]=[CH:19][C:18]=1[CH3:24])=[CH:10][CH:9]=2)=[O:26])[CH2:34][CH2:35][CH3:36]. The yield is 0.430. The reactants are [Na].[CH3:2][O:3][C:4](=[O:26])[CH2:5][N:6]1[C:14](=[O:15])[C:13]2[C:8](=[CH:9][CH:10]=[C:11]([O:16][C:17]3[C:22]([CH3:23])=[CH:21][CH:20]=[CH:19][C:18]=3[CH3:24])[CH:12]=2)[C:7]1=[O:25].Cl.CCOC(C)=O.[CH2:34](O)[CH2:35][CH2:36]C.